Dataset: Forward reaction prediction with 1.9M reactions from USPTO patents (1976-2016). Task: Predict the product of the given reaction. (1) Given the reactants [CH3:1][O:2][C:3]1[CH:4]=[C:5]([CH:26]=[CH:27][CH:28]=1)[O:6][C:7]1[CH:8]=[C:9]2[C:14](=[CH:15][CH:16]=1)[NH:13][C:12](=S)[C@@H:11]([NH:18][C:19](=[O:25])[O:20][C:21]([CH3:24])([CH3:23])[CH3:22])[CH2:10]2.Cl.[NH2:30][OH:31].C(=O)(O)[O-].[Na+], predict the reaction product. The product is: [OH:31][N:30]=[C:12]1[C@@H:11]([NH:18][C:19](=[O:25])[O:20][C:21]([CH3:24])([CH3:23])[CH3:22])[CH2:10][C:9]2[C:14](=[CH:15][CH:16]=[C:7]([O:6][C:5]3[CH:26]=[CH:27][CH:28]=[C:3]([O:2][CH3:1])[CH:4]=3)[CH:8]=2)[NH:13]1. (2) Given the reactants [N:1]12[CH2:8][CH2:7][CH:4]([CH2:5][CH2:6]1)[C@@H:3]([O:9][C:10](=[O:21])[C:11]([OH:20])([C:15]1[S:16][CH:17]=[CH:18][CH:19]=1)[CH2:12][CH:13]=[CH2:14])[CH2:2]2.[O:22]([CH2:29][CH2:30][CH2:31][Br:32])[C:23]1[CH:28]=[CH:27][CH:26]=[CH:25][CH:24]=1, predict the reaction product. The product is: [Br-:32].[OH:20][C:11]([C:15]1[S:16][CH:17]=[CH:18][CH:19]=1)([CH2:12][CH:13]=[CH2:14])[C:10]([O:9][C@@H:3]1[CH:4]2[CH2:5][CH2:6][N+:1]([CH2:31][CH2:30][CH2:29][O:22][C:23]3[CH:28]=[CH:27][CH:26]=[CH:25][CH:24]=3)([CH2:8][CH2:7]2)[CH2:2]1)=[O:21]. (3) Given the reactants [CH3:1][C:2]1[CH:10]=[CH:9][C:5]2[N:6]=[CH:7][O:8][C:4]=2[CH:3]=1.C([Li])CCC.Br[C:17]1[CH:25]=[CH:24][C:20]([CH2:21][C:22]#[N:23])=[C:19]([F:26])[CH:18]=1.C([O-])(O)=O.[Na+], predict the reaction product. The product is: [F:26][C:19]1[CH:18]=[C:17]([C:7]2[O:8][C:4]3[CH:3]=[C:2]([CH3:1])[CH:10]=[CH:9][C:5]=3[N:6]=2)[CH:25]=[CH:24][C:20]=1[CH2:21][C:22]#[N:23]. (4) The product is: [CH:22]1([CH2:25][C:26]([NH:34][C:12]([C:10]2[CH:9]=[CH:8][C:7]([N:15]3[CH2:18][C:17]([F:20])([F:19])[CH2:16]3)=[C:6]([O:5][CH2:4][CH:1]3[CH2:2][CH2:3]3)[N:11]=2)=[O:14])([CH3:33])[C:27]2[N:31]=[C:30]([CH3:32])[O:29][N:28]=2)[CH2:24][CH2:23]1. Given the reactants [CH:1]1([CH2:4][O:5][C:6]2[N:11]=[C:10]([C:12]([OH:14])=O)[CH:9]=[CH:8][C:7]=2[N:15]2[CH2:18][C:17]([F:20])([F:19])[CH2:16]2)[CH2:3][CH2:2]1.Cl.[CH:22]1([CH2:25][C:26]([NH2:34])([CH3:33])[C:27]2[N:31]=[C:30]([CH3:32])[O:29][N:28]=2)[CH2:24][CH2:23]1, predict the reaction product.